From a dataset of Full USPTO retrosynthesis dataset with 1.9M reactions from patents (1976-2016). Predict the reactants needed to synthesize the given product. (1) Given the product [Br:65][C:58]1[C:59]([O:61][CH2:62][C:63]#[CH:64])=[N:60][C:55]([NH:54][C:52]2[CH:53]=[C:44]([NH:43][C:17](=[O:19])[C@H:9]([NH:8][C:1]([O:3][C:4]([CH3:5])([CH3:6])[CH3:7])=[O:2])[CH2:10][C:11]3[CH:12]=[CH:13][CH:14]=[CH:15][CH:16]=3)[CH:45]=[C:46]([CH:51]=2)[C:47]([O:49][CH3:50])=[O:48])=[N:56][CH:57]=1, predict the reactants needed to synthesize it. The reactants are: [C:1]([NH:8][C@@H:9]([C:17]([OH:19])=O)[CH2:10][C:11]1[CH:16]=[CH:15][CH:14]=[CH:13][CH:12]=1)([O:3][C:4]([CH3:7])([CH3:6])[CH3:5])=[O:2].O.ON1C2C=CC=CC=2N=N1.Cl.CN(C)CCCN=C=NCC.[NH2:43][C:44]1[CH:45]=[C:46]([CH:51]=[C:52]([NH:54][C:55]2[N:60]=[C:59]([O:61][CH2:62][C:63]#[CH:64])[C:58]([Br:65])=[CH:57][N:56]=2)[CH:53]=1)[C:47]([O:49][CH3:50])=[O:48]. (2) Given the product [CH2:56]([C@H:63]1[CH2:67][O:66][C:65](=[O:68])[N:64]1[C:69](=[O:74])[C@@H:70]([O:71][CH2:72][CH3:73])[C@H:6]([OH:7])[C:5]1[CH:8]=[CH:9][C:10]([O:11][CH2:12][CH2:13][C:14]2[N:15]=[C:16]([C:20]3[CH:25]=[CH:24][CH:23]=[CH:22][CH:21]=3)[O:17][C:18]=2[CH3:19])=[C:3]([O:2][CH3:1])[CH:4]=1)[C:57]1[CH:58]=[CH:59][CH:60]=[CH:61][CH:62]=1, predict the reactants needed to synthesize it. The reactants are: [CH3:1][O:2][C:3]1[CH:4]=[C:5]([CH:8]=[CH:9][C:10]=1[O:11][CH2:12][CH2:13][C:14]1[N:15]=[C:16]([C:20]2[CH:25]=[CH:24][CH:23]=[CH:22][CH:21]=2)[O:17][C:18]=1[CH3:19])[CH:6]=[O:7].OC1C=CC(C=O)=CC=1OC.CC1OC(C2C=CC=CC=2)=NC=1CCOS(C)(=O)=O.[CH2:56]([C@H:63]1[CH2:67][O:66][C:65](=[O:68])[N:64]1[C:69](=[O:74])[CH2:70][O:71][CH2:72][CH3:73])[C:57]1[CH:62]=[CH:61][CH:60]=[CH:59][CH:58]=1.B(OS(C(F)(F)F)(=O)=O)(CCCC)CCCC. (3) Given the product [N:1]1[C:10]2[C:5](=[CH:6][C:7]([C:11]([NH2:15])=[O:13])=[CH:8][CH:9]=2)[CH:4]=[CH:3][CH:2]=1, predict the reactants needed to synthesize it. The reactants are: [N:1]1[C:10]2[C:5](=[CH:6][C:7]([C:11]([O:13]C)=O)=[CH:8][CH:9]=2)[CH:4]=[CH:3][CH:2]=1.[NH3:15]. (4) Given the product [CH:1]([O:4][C:5](=[O:26])[CH2:6][CH2:7][CH2:8][C:9]1[N:13]([CH3:14])[C:12]2[CH:15]=[CH:16][C:17]([N:19]([CH2:23][CH2:28][Cl:29])[CH2:20][CH2:21][Cl:32])=[CH:18][C:11]=2[N:10]=1)([CH3:3])[CH3:2], predict the reactants needed to synthesize it. The reactants are: [CH:1]([O:4][C:5](=[O:26])[CH2:6][CH2:7][CH2:8][C:9]1[N:13]([CH3:14])[C:12]2[CH:15]=[CH:16][C:17]([N:19]([CH2:23]CO)[CH2:20][CH2:21]O)=[CH:18][C:11]=2[N:10]=1)([CH3:3])[CH3:2].Cl[CH2:28][Cl:29].S(Cl)([Cl:32])=O.O. (5) Given the product [OH:30][C@@H:24]1[CH2:23][N:22]([C:20](=[O:21])[C:19]([CH3:32])([CH3:31])[CH2:18][CH2:17][N:14]2[CH2:15][CH2:16][NH:11][C@@H:12]([CH3:34])[C:13]2=[O:33])[CH2:29][CH2:28][C:25]21[CH2:27][CH2:26]2, predict the reactants needed to synthesize it. The reactants are: C(OC([N:11]1[CH2:16][CH2:15][N:14]([CH2:17][CH2:18][C:19]([CH3:32])([CH3:31])[C:20]([N:22]2[CH2:29][CH2:28][C:25]3([CH2:27][CH2:26]3)[C@H:24]([OH:30])[CH2:23]2)=[O:21])[C:13](=[O:33])[C@@H:12]1[CH3:34])=O)C1C=CC=CC=1.Cl. (6) Given the product [CH:18]([N:22]([CH:23]([CH3:24])[CH3:1])[CH2:25][CH3:26])([CH3:19])[CH3:17], predict the reactants needed to synthesize it. The reactants are: [C:1](OC(=O)C)(=O)C.C(Cl)(=O)C.ClCCl.O1[CH2:19][CH2:18][CH2:17]C1.C([N:22]([CH2:25][CH3:26])[CH2:23][CH3:24])C. (7) Given the product [Cl:1][C:2]1[N:3]=[C:4]([O:32][CH2:30][CH3:31])[C:5]2[S:10][C:9]3[N:11]=[C:12]([C:16]4[CH:21]=[CH:20][C:19]([O:22][CH3:23])=[C:18]([O:24][CH3:25])[CH:17]=4)[CH:13]=[C:14]([CH3:15])[C:8]=3[C:6]=2[N:7]=1, predict the reactants needed to synthesize it. The reactants are: [Cl:1][C:2]1[N:3]=[C:4](Cl)[C:5]2[S:10][C:9]3[N:11]=[C:12]([C:16]4[CH:21]=[CH:20][C:19]([O:22][CH3:23])=[C:18]([O:24][CH3:25])[CH:17]=4)[CH:13]=[C:14]([CH3:15])[C:8]=3[C:6]=2[N:7]=1.C[O-].[Na+].[CH2:30]([OH:32])[CH3:31].